The task is: Predict the reaction yield, written as a fraction of the theoretical maximum amount of product (1.0 means a 100% yield; for example, 0.34 means a 34% yield).. This data is from Reaction yield outcomes from USPTO patents with 853,638 reactions. (1) The reactants are [OH:1][CH2:2][CH:3]1[CH2:6][CH2:5][O:4]1.CN1CCOCC1.ClC(OC1C=CC([N+]([O-])=O)=CC=1)=O.[CH:27]([CH:30]1[C:35]2[N:36]=[CH:37][NH:38][C:34]=2[CH2:33][CH2:32][N:31]1[C:39](OCC1SC=CN=1)=[O:40])([CH3:29])[CH3:28].CCN(C(C)C)C(C)C. The catalyst is C(Cl)Cl. The product is [CH:27]([CH:30]1[C:35]2[N:36]=[CH:37][NH:38][C:34]=2[CH2:33][CH2:32][N:31]1[C:39]([O:1][CH2:2][CH:3]1[CH2:6][CH2:5][O:4]1)=[O:40])([CH3:29])[CH3:28]. The yield is 0.0870. (2) The reactants are [OH:1][C:2]1[CH:8]=[CH:7][C:5]([NH2:6])=[CH:4][CH:3]=1.[C:9]([O-:12])([O-])=O.[K+].[K+].Cl[C:16]1[CH:21]=[N:20][CH:19]=[C:18]([NH:22][C:23]2[CH:28]=[C:27](OC)[C:26]([O:31][CH3:32])=[C:25]([O:33][CH3:34])[CH:24]=2)[N:17]=1.[CH3:35]N(C)C=O. No catalyst specified. The product is [CH3:32][O:31][C:26]1[CH:27]=[C:28]([CH:35]=[C:24]([O:12][CH3:9])[C:25]=1[O:33][CH3:34])[CH2:23][NH:22][C:18]1[CH:19]=[N:20][CH:21]=[C:16]([O:1][C:2]2[CH:8]=[CH:7][C:5]([NH2:6])=[CH:4][CH:3]=2)[N:17]=1. The yield is 0.260. (3) The reactants are [O:1]=[C:2]1[CH:7](C(OCC)=O)[C:6](=[O:13])[CH:5]([C:14]2[CH:19]=[CH:18][CH:17]=[CH:16][CH:15]=2)[CH2:4][NH:3]1. The catalyst is C(#N)C.O. The product is [C:14]1([CH:5]2[CH2:4][NH:3][C:2](=[O:1])[CH2:7][C:6]2=[O:13])[CH:15]=[CH:16][CH:17]=[CH:18][CH:19]=1. The yield is 0.620. (4) The reactants are [CH2:1]([O:3][C:4](=[O:18])[NH:5][C:6]1[C:11]([O:12][C:13]([F:16])([F:15])[F:14])=[CH:10][CH:9]=[CH:8][C:7]=1I)[CH3:2].[Si:19]([C:23]#[CH:24])([CH3:22])([CH3:21])[CH3:20]. The catalyst is C1(C=CC=CC=1)[P](C1C=CC=CC=1)(C1C=CC=CC=1)[Pd][P](C1C=CC=CC=1)(C1C=CC=CC=1)C1C=CC=CC=1.[Cu]I. The product is [CH2:1]([O:3][C:4](=[O:18])[NH:5][C:6]1[C:7]([C:24]#[C:23][Si:19]([CH3:22])([CH3:21])[CH3:20])=[CH:8][CH:9]=[CH:10][C:11]=1[O:12][C:13]([F:16])([F:15])[F:14])[CH3:2]. The yield is 0.810. (5) The reactants are [CH2:1]([N:3]1[C:7]2=[N:8][C:9]([CH2:33][CH3:34])=[C:10]([CH2:19][NH:20][C:21]([C:23]3[CH:24]=[C:25]([CH:30]=[CH:31][CH:32]=3)[C:26]([O:28]C)=[O:27])=[O:22])[C:11]([NH:12][CH:13]3[CH2:18][CH2:17][O:16][CH2:15][CH2:14]3)=[C:6]2[CH:5]=[N:4]1)[CH3:2].O[Li].O.Cl. The catalyst is CO.O. The product is [CH2:1]([N:3]1[C:7]2=[N:8][C:9]([CH2:33][CH3:34])=[C:10]([CH2:19][NH:20][C:21]([C:23]3[CH:24]=[C:25]([CH:30]=[CH:31][CH:32]=3)[C:26]([OH:28])=[O:27])=[O:22])[C:11]([NH:12][CH:13]3[CH2:18][CH2:17][O:16][CH2:15][CH2:14]3)=[C:6]2[CH:5]=[N:4]1)[CH3:2]. The yield is 0.700. (6) The reactants are O.[C:2](=[O:5])([O-:4])[O-].[K+].[K+].[C:8]([C:10]1[CH:15]=[CH:14][C:13]([CH:16]2[N:21]3[N:22]=[C:23]([N:25]4C(=O)[C:32]5[C:27](=[CH:28][CH:29]=[CH:30][CH:31]=5)[C:26]4=[O:35])[N:24]=[C:20]3[N:19]([C:36]3[CH:41]=[CH:40][CH:39]=[C:38]([C:42]([F:45])([F:44])[F:43])[CH:37]=3)[C:18]([CH3:46])=[C:17]2[C:47]([O:49][CH2:50][CH3:51])=[O:48])=[CH:12][CH:11]=1)#[N:9].Cl. The catalyst is C(O)C. The product is [C:8]([C:10]1[CH:11]=[CH:12][C:13]([CH:16]2[N:21]3[N:22]=[C:23]([NH:25][C:26]([C:27]4[CH:28]=[CH:29][CH:30]=[CH:31][C:32]=4[C:2]([OH:4])=[O:5])=[O:35])[N:24]=[C:20]3[N:19]([C:36]3[CH:41]=[CH:40][CH:39]=[C:38]([C:42]([F:43])([F:45])[F:44])[CH:37]=3)[C:18]([CH3:46])=[C:17]2[C:47]([O:49][CH2:50][CH3:51])=[O:48])=[CH:14][CH:15]=1)#[N:9]. The yield is 0.870.